From a dataset of TCR-epitope binding with 47,182 pairs between 192 epitopes and 23,139 TCRs. Binary Classification. Given a T-cell receptor sequence (or CDR3 region) and an epitope sequence, predict whether binding occurs between them. (1) The epitope is RLRPGGKKR. The TCR CDR3 sequence is CASSAGNGSYEQYF. Result: 1 (the TCR binds to the epitope). (2) The epitope is TLIGDCATV. The TCR CDR3 sequence is CASSPGLWGPQETQYF. Result: 0 (the TCR does not bind to the epitope). (3) The epitope is AVFDRKSDAK. The TCR CDR3 sequence is CATSRASGSYEQYF. Result: 0 (the TCR does not bind to the epitope).